Task: Predict the product of the given reaction.. Dataset: Forward reaction prediction with 1.9M reactions from USPTO patents (1976-2016) (1) Given the reactants [Cl:1][C:2](Cl)([O:4]C(=O)OC(Cl)(Cl)Cl)Cl.[N:13]1([CH:19]2[CH2:24][CH2:23][NH:22][CH2:21][CH2:20]2)[CH2:18][CH2:17][CH2:16][CH2:15][CH2:14]1, predict the reaction product. The product is: [ClH:1].[N:13]1([CH:19]2[CH2:24][CH2:23][N:22]([C:2]([Cl:1])=[O:4])[CH2:21][CH2:20]2)[CH2:18][CH2:17][CH2:16][CH2:15][CH2:14]1. (2) Given the reactants [Si]([O:8][C@H:9]1[CH2:14][N:13]([CH2:15][C:16]2[CH:21]=[CH:20][C:19]([O:22][CH3:23])=[CH:18][CH:17]=2)[C:12](=[O:24])[CH2:11][CH2:10]1)(C(C)(C)C)(C)C.[F-].C([N+](CCCC)(CCCC)CCCC)CCC, predict the reaction product. The product is: [OH:8][C@H:9]1[CH2:14][N:13]([CH2:15][C:16]2[CH:21]=[CH:20][C:19]([O:22][CH3:23])=[CH:18][CH:17]=2)[C:12](=[O:24])[CH2:11][CH2:10]1. (3) Given the reactants [F:1][C:2]1([F:18])[CH2:17][C@@H:5]2[C@:6]([C:10]3[CH:15]=[CH:14][CH:13]=[CH:12][C:11]=3[F:16])([CH3:9])[NH:7][O:8][C@@H:4]2[CH2:3]1, predict the reaction product. The product is: [F:18][C:2]1([F:1])[CH2:17][C@H:5]2[C@@:6]([C:10]3[CH:15]=[CH:14][CH:13]=[CH:12][C:11]=3[F:16])([CH3:9])[NH:7][O:8][C@H:4]2[CH2:3]1. (4) Given the reactants [NH2:1][C:2]1[CH:3]=[CH:4][C:5]([CH3:26])=[C:6]([C:8]([C:10]2[CH:15]=[CH:14][C:13]([NH:16][C:17]3[CH:22]=[CH:21][C:20]([F:23])=[CH:19][C:18]=3[F:24])=[CH:12][C:11]=2[Cl:25])=[O:9])[CH:7]=1.[CH2:27]([N:34]=[C:35]=[O:36])[C:28]1[CH:33]=[CH:32][CH:31]=[CH:30][CH:29]=1, predict the reaction product. The product is: [CH2:27]([NH:34][C:35]([NH:1][C:2]1[CH:3]=[CH:4][C:5]([CH3:26])=[C:6]([C:8](=[O:9])[C:10]2[CH:15]=[CH:14][C:13]([NH:16][C:17]3[CH:22]=[CH:21][C:20]([F:23])=[CH:19][C:18]=3[F:24])=[CH:12][C:11]=2[Cl:25])[CH:7]=1)=[O:36])[C:28]1[CH:33]=[CH:32][CH:31]=[CH:30][CH:29]=1. (5) Given the reactants [OH-].[Na+].[Cl:3][C:4]1[CH:5]=[C:6]([NH:11][C:12]2[O:16][C:15]([C:17]([NH:19][C:20]3[CH:21]=[CH:22][C:23]([O:26][CH:27]4[CH2:32][CH2:31][C:30]([CH3:38])([C:33]([O:35]CC)=[O:34])[CH2:29][CH2:28]4)=[N:24][CH:25]=3)=[O:18])=[N:14][N:13]=2)[CH:7]=[CH:8][C:9]=1[F:10].Cl, predict the reaction product. The product is: [Cl:3][C:4]1[CH:5]=[C:6]([NH:11][C:12]2[O:16][C:15]([C:17]([NH:19][C:20]3[CH:21]=[CH:22][C:23]([O:26][CH:27]4[CH2:28][CH2:29][C:30]([CH3:38])([C:33]([OH:35])=[O:34])[CH2:31][CH2:32]4)=[N:24][CH:25]=3)=[O:18])=[N:14][N:13]=2)[CH:7]=[CH:8][C:9]=1[F:10].